Predict the product of the given reaction. From a dataset of Forward reaction prediction with 1.9M reactions from USPTO patents (1976-2016). (1) Given the reactants [CH3:1][C:2]([CH3:13])([C:8]([O:10]CC)=[O:9])[C:3]([O:5]CC)=[O:4].[OH-].[K+].CO.Cl, predict the reaction product. The product is: [CH3:1][C:2]([CH3:13])([C:8]([OH:10])=[O:9])[C:3]([OH:5])=[O:4]. (2) The product is: [CH3:1][O:2][C:3](=[O:13])[C:4]1[CH:9]=[CH:8][C:7]([CH:10]=[O:11])=[CH:6][C:5]=1[CH3:12]. Given the reactants [CH3:1][O:2][C:3](=[O:13])[C:4]1[CH:9]=[CH:8][C:7]([CH2:10][OH:11])=[CH:6][C:5]=1[CH3:12].C(=O)(O)[O-].[Na+].CC(OI1(OC(C)=O)(OC(C)=O)OC(=O)C2C=CC=CC1=2)=O, predict the reaction product. (3) The product is: [C:1]([O:5][C:6]([C@H:8]1[CH2:10][C@@H:9]1[C@@:11]([CH3:27])([NH:20][S@@:21]([C:23]([CH3:26])([CH3:25])[CH3:24])=[O:22])[C:12]([F:13])([F:14])[CH2:15][OH:16])=[O:7])([CH3:4])([CH3:2])[CH3:3]. Given the reactants [C:1]([O:5][C:6]([C@H:8]1[CH2:10][C@@H:9]1[C@@:11]([CH3:27])([NH:20][S@@:21]([C:23]([CH3:26])([CH3:25])[CH3:24])=[O:22])[C:12]([C:15](OCC)=[O:16])([F:14])[F:13])=[O:7])([CH3:4])([CH3:3])[CH3:2].[BH4-].[Li+], predict the reaction product. (4) Given the reactants [Cl:1][C:2]1[N:7]([CH2:8][CH2:9][O:10]C(=O)C)[C:6](=[O:14])[C:5]([NH:15][CH2:16][CH2:17][C:18]2[CH:23]=[CH:22][CH:21]=[CH:20][N:19]=2)=[N:4][CH:3]=1.C(=O)([O-])[O-].[K+].[K+].Cl, predict the reaction product. The product is: [Cl:1][C:2]1[N:7]([CH2:8][CH2:9][OH:10])[C:6](=[O:14])[C:5]([NH:15][CH2:16][CH2:17][C:18]2[CH:23]=[CH:22][CH:21]=[CH:20][N:19]=2)=[N:4][CH:3]=1. (5) Given the reactants [CH3:1][C:2]1([CH3:19])[C:10]2[C:5](=[CH:6][C:7]([N+:15]([O-:17])=[O:16])=[C:8]([NH:11]C(=O)C)[CH:9]=2)[NH:4][C:3]1=[O:18].[CH2:20](I)[CH2:21][CH2:22][CH3:23].C([O-])([O-])=O.[K+].[K+].C(Cl)Cl.CO, predict the reaction product. The product is: [NH2:11][C:8]1[CH:9]=[C:10]2[C:5](=[CH:6][C:7]=1[N+:15]([O-:17])=[O:16])[N:4]([CH2:20][CH2:21][CH2:22][CH3:23])[C:3](=[O:18])[C:2]2([CH3:1])[CH3:19]. (6) Given the reactants P(Cl)(Cl)(Cl)=O.[CH3:6][O:7][C:8]([C:10]1[CH:11]=[CH:12][N:13]2[C:17]([CH:18]=1)=[C:16]([C:19]1[CH:24]=[CH:23][CH:22]=[CH:21][CH:20]=1)[C:15]([CH2:25][C:26]1[CH:31]=[CH:30][CH:29]=[C:28]([F:32])[C:27]=1[CH3:33])=[CH:14]2)=[O:9].[C:34]([O-])(=[O:36])C.[Na+], predict the reaction product. The product is: [CH3:6][O:7][C:8]([C:10]1[CH:11]=[CH:12][N:13]2[C:17]([CH:18]=1)=[C:16]([C:19]1[CH:24]=[CH:23][CH:22]=[CH:21][CH:20]=1)[C:15]([CH2:25][C:26]1[CH:31]=[CH:30][CH:29]=[C:28]([F:32])[C:27]=1[CH3:33])=[C:14]2[CH:34]=[O:36])=[O:9]. (7) Given the reactants [F:1][C:2]1[N:7]=[C:6]([CH:8]([CH3:14])[C:9]([O:11]CC)=[O:10])[CH:5]=[CH:4][CH:3]=1.[ClH:15], predict the reaction product. The product is: [ClH:15].[F:1][C:2]1[N:7]=[C:6]([CH:8]([CH3:14])[C:9]([OH:11])=[O:10])[CH:5]=[CH:4][CH:3]=1.